The task is: Regression. Given two drug SMILES strings and cell line genomic features, predict the synergy score measuring deviation from expected non-interaction effect.. This data is from NCI-60 drug combinations with 297,098 pairs across 59 cell lines. (1) Drug 1: CC1=C(C(CCC1)(C)C)C=CC(=CC=CC(=CC(=O)O)C)C. Drug 2: C1CC(C1)(C(=O)O)C(=O)O.[NH2-].[NH2-].[Pt+2]. Cell line: KM12. Synergy scores: CSS=21.5, Synergy_ZIP=-9.05, Synergy_Bliss=-4.83, Synergy_Loewe=2.80, Synergy_HSA=2.97. (2) Drug 1: CC=C1C(=O)NC(C(=O)OC2CC(=O)NC(C(=O)NC(CSSCCC=C2)C(=O)N1)C(C)C)C(C)C. Drug 2: C(CN)CNCCSP(=O)(O)O. Cell line: BT-549. Synergy scores: CSS=56.5, Synergy_ZIP=0.568, Synergy_Bliss=1.26, Synergy_Loewe=-69.0, Synergy_HSA=2.42. (3) Drug 1: CC12CCC3C(C1CCC2O)C(CC4=C3C=CC(=C4)O)CCCCCCCCCS(=O)CCCC(C(F)(F)F)(F)F. Drug 2: CCN(CC)CCCC(C)NC1=C2C=C(C=CC2=NC3=C1C=CC(=C3)Cl)OC. Cell line: OVCAR3. Synergy scores: CSS=11.0, Synergy_ZIP=-4.48, Synergy_Bliss=1.58, Synergy_Loewe=-9.01, Synergy_HSA=-0.0210. (4) Drug 1: CC1=CC2C(CCC3(C2CCC3(C(=O)C)OC(=O)C)C)C4(C1=CC(=O)CC4)C. Drug 2: CCN(CC)CCCC(C)NC1=C2C=C(C=CC2=NC3=C1C=CC(=C3)Cl)OC. Cell line: HOP-92. Synergy scores: CSS=32.5, Synergy_ZIP=1.18, Synergy_Bliss=1.52, Synergy_Loewe=-44.9, Synergy_HSA=-5.48. (5) Drug 1: CCC1=CC2CC(C3=C(CN(C2)C1)C4=CC=CC=C4N3)(C5=C(C=C6C(=C5)C78CCN9C7C(C=CC9)(C(C(C8N6C)(C(=O)OC)O)OC(=O)C)CC)OC)C(=O)OC.C(C(C(=O)O)O)(C(=O)O)O. Drug 2: C1=NNC2=C1C(=O)NC=N2. Cell line: SNB-75. Synergy scores: CSS=37.5, Synergy_ZIP=-0.849, Synergy_Bliss=0.611, Synergy_Loewe=-9.77, Synergy_HSA=2.05. (6) Synergy scores: CSS=3.92, Synergy_ZIP=-1.90, Synergy_Bliss=2.33, Synergy_Loewe=0.584, Synergy_HSA=0.621. Cell line: SK-OV-3. Drug 1: CNC(=O)C1=NC=CC(=C1)OC2=CC=C(C=C2)NC(=O)NC3=CC(=C(C=C3)Cl)C(F)(F)F. Drug 2: C(CCl)NC(=O)N(CCCl)N=O. (7) Drug 1: C1=CC=C(C=C1)NC(=O)CCCCCCC(=O)NO. Drug 2: CC1=C(N=C(N=C1N)C(CC(=O)N)NCC(C(=O)N)N)C(=O)NC(C(C2=CN=CN2)OC3C(C(C(C(O3)CO)O)O)OC4C(C(C(C(O4)CO)O)OC(=O)N)O)C(=O)NC(C)C(C(C)C(=O)NC(C(C)O)C(=O)NCCC5=NC(=CS5)C6=NC(=CS6)C(=O)NCCC[S+](C)C)O. Cell line: NCI-H522. Synergy scores: CSS=30.4, Synergy_ZIP=-3.77, Synergy_Bliss=-1.56, Synergy_Loewe=2.71, Synergy_HSA=3.81.